This data is from NCI-60 drug combinations with 297,098 pairs across 59 cell lines. The task is: Regression. Given two drug SMILES strings and cell line genomic features, predict the synergy score measuring deviation from expected non-interaction effect. Drug 1: C1=NC2=C(N=C(N=C2N1C3C(C(C(O3)CO)O)F)Cl)N. Drug 2: CC1CCCC2(C(O2)CC(NC(=O)CC(C(C(=O)C(C1O)C)(C)C)O)C(=CC3=CSC(=N3)C)C)C. Cell line: HS 578T. Synergy scores: CSS=54.3, Synergy_ZIP=2.21, Synergy_Bliss=0.476, Synergy_Loewe=-17.4, Synergy_HSA=-0.889.